From a dataset of Full USPTO retrosynthesis dataset with 1.9M reactions from patents (1976-2016). Predict the reactants needed to synthesize the given product. (1) Given the product [OH:20][CH2:1][CH:2]1[CH2:5][CH:4]([C:6]([O:8][CH2:9][C:10]2[CH:11]=[CH:12][CH:13]=[CH:14][CH:15]=2)=[O:7])[CH2:3]1, predict the reactants needed to synthesize it. The reactants are: [CH2:1]=[C:2]1[CH2:5][CH:4]([C:6]([O:8][CH2:9][C:10]2[CH:15]=[CH:14][CH:13]=[CH:12][CH:11]=2)=[O:7])[CH2:3]1.CSC.B1([O-])O[O:20]1.O.O.O.O.[Na+]. (2) Given the product [Cl:6][C:7]1[CH:12]=[CH:11][C:10]([S:13]([CH:16]([C:17]2[CH:22]=[C:21]([F:23])[CH:20]=[CH:19][C:18]=2[F:24])[CH2:26][CH2:27][CH2:28][CH2:29][CH:30]=[O:31])(=[O:15])=[O:14])=[CH:9][CH:8]=1, predict the reactants needed to synthesize it. The reactants are: C([Li])CCC.[Cl:6][C:7]1[CH:12]=[CH:11][C:10]([S:13]([CH2:16][C:17]2[CH:22]=[C:21]([F:23])[CH:20]=[CH:19][C:18]=2[F:24])(=[O:15])=[O:14])=[CH:9][CH:8]=1.Br[CH2:26][CH2:27][CH2:28][CH2:29][C:30](N1CCCC1)=[O:31]. (3) Given the product [F:23][C:2]([F:1])([C:8]1[CH:13]=[CH:12][CH:11]=[C:10]([O:14][CH2:15][CH2:16][N:17]2[CH2:22][CH2:21][O:20][CH2:19][CH2:18]2)[CH:9]=1)[C:3]([OH:5])=[O:4], predict the reactants needed to synthesize it. The reactants are: [F:1][C:2]([F:23])([C:8]1[CH:13]=[CH:12][CH:11]=[C:10]([O:14][CH2:15][CH2:16][N:17]2[CH2:22][CH2:21][O:20][CH2:19][CH2:18]2)[CH:9]=1)[C:3]([O:5]CC)=[O:4].O.[OH-].[Li+]. (4) Given the product [OH:13][C@H:9]([C:6]1[CH:7]=[CH:8][C:3]([C:1]#[C:2][C:15]2[CH:40]=[CH:39][C:18]([C:19]([N:21]([CH3:38])[C@:22]([CH3:37])([C:27]([NH:29][O:30][CH:31]3[CH2:36][CH2:35][CH2:34][CH2:33][O:32]3)=[O:28])[C:23]([NH:25][CH3:26])=[O:24])=[O:20])=[CH:17][CH:16]=2)=[CH:4][CH:5]=1)[CH2:10][CH2:11][OH:12], predict the reactants needed to synthesize it. The reactants are: [C:1]([C:3]1[CH:8]=[CH:7][C:6]([C@@H:9]([OH:13])[CH2:10][CH2:11][OH:12])=[CH:5][CH:4]=1)#[CH:2].I[C:15]1[CH:40]=[CH:39][C:18]([C:19]([N:21]([CH3:38])[C@:22]([CH3:37])([C:27]([NH:29][O:30][CH:31]2[CH2:36][CH2:35][CH2:34][CH2:33][O:32]2)=[O:28])[C:23]([NH:25][CH3:26])=[O:24])=[O:20])=[CH:17][CH:16]=1.[Cl-].[NH4+].Cl.